This data is from Forward reaction prediction with 1.9M reactions from USPTO patents (1976-2016). The task is: Predict the product of the given reaction. (1) Given the reactants [ClH:1].[Br:2][CH2:3][C:4]1[O:12][C:11]2[CH:10]=[CH:9][N:8]=[CH:7][C:6]=2[CH:5]=1.[CH:13]1[CH:18]=[CH:17][C:16]([P:19]([C:26]2[CH:31]=[CH:30][CH:29]=[CH:28][CH:27]=2)[C:20]2[CH:25]=[CH:24][CH:23]=[CH:22][CH:21]=2)=[CH:15][CH:14]=1, predict the reaction product. The product is: [ClH:1].[Br-:2].[O:12]1[C:11]2[CH:10]=[CH:9][N:8]=[CH:7][C:6]=2[CH:5]=[C:4]1[CH2:3][P+:19]([C:20]1[CH:21]=[CH:22][CH:23]=[CH:24][CH:25]=1)([C:26]1[CH:31]=[CH:30][CH:29]=[CH:28][CH:27]=1)[C:16]1[CH:15]=[CH:14][CH:13]=[CH:18][CH:17]=1. (2) Given the reactants [C:1]([O:5][C:6](=[O:31])[N:7]([C:21]1[C:22]2[N:23]([CH:28]=[CH:29][N:30]=2)[C:24](Br)=[CH:25][N:26]=1)[C:8]1[CH:13]=[CH:12][C:11]([N:14]2[CH2:19][CH2:18][N:17]([CH3:20])[CH2:16][CH2:15]2)=[CH:10][CH:9]=1)([CH3:4])([CH3:3])[CH3:2].C([Mg]Cl)(C)C.[CH2:37]([Sn:41](Cl)([CH2:46][CH2:47][CH2:48][CH3:49])[CH2:42][CH2:43][CH2:44][CH3:45])[CH2:38][CH2:39][CH3:40], predict the reaction product. The product is: [NH3:7].[C:1]([O:5][C:6](=[O:31])[N:7]([C:8]1[CH:13]=[CH:12][C:11]([N:14]2[CH2:19][CH2:18][N:17]([CH3:20])[CH2:16][CH2:15]2)=[CH:10][CH:9]=1)[C:21]1[C:22]2[N:23]([CH:28]=[CH:29][N:30]=2)[C:24]([Sn:41]([CH2:42][CH2:43][CH2:44][CH3:45])([CH2:46][CH2:47][CH2:48][CH3:49])[CH2:37][CH2:38][CH2:39][CH3:40])=[CH:25][N:26]=1)([CH3:4])([CH3:3])[CH3:2]. (3) Given the reactants Cl[C:2]1[N:7]=[CH:6][N:5]=[C:4]([NH:8][C:9]2[CH:10]=[C:11]([CH:16]=[CH:17][C:18]=2[CH3:19])[C:12]([NH:14][CH3:15])=[O:13])[CH:3]=1.Cl.[CH3:21][NH:22][CH2:23][C:24]([CH3:27])([CH3:26])[CH3:25].CCN(C(C)C)C(C)C, predict the reaction product. The product is: [CH3:25][C:24]([CH3:27])([CH3:26])[CH2:23][N:22]([CH3:21])[C:2]1[N:7]=[CH:6][N:5]=[C:4]([NH:8][C:9]2[CH:10]=[C:11]([CH:16]=[CH:17][C:18]=2[CH3:19])[C:12]([NH:14][CH3:15])=[O:13])[CH:3]=1. (4) Given the reactants C1(C(C2C=CC=CC=2)CNC(=O)[C@H](NS(C2C=CC=CC=2[N+]([O-])=O)(=O)=O)CC2C=CC=CC=2)C=CC=CC=1.C(N1C=C(CCO)N=C1)(C1C=CC=CC=1)(C1C=CC=CC=1)C1C=CC=CC=1.C1(P(C2C=CC=CC=2)C2C=CC=CC=2)C=CC=CC=1.[N:85]([C:94]([O:96][C:97]([CH3:100])([CH3:99])[CH3:98])=[O:95])=[N:86][C:87]([O:89][C:90]([CH3:93])([CH3:92])[CH3:91])=[O:88], predict the reaction product. The product is: [NH:85]([C:94]([O:96][C:97]([CH3:100])([CH3:99])[CH3:98])=[O:95])[NH:86][C:87]([O:89][C:90]([CH3:91])([CH3:92])[CH3:93])=[O:88].